From a dataset of NCI-60 drug combinations with 297,098 pairs across 59 cell lines. Regression. Given two drug SMILES strings and cell line genomic features, predict the synergy score measuring deviation from expected non-interaction effect. Drug 1: CC1=C(N=C(N=C1N)C(CC(=O)N)NCC(C(=O)N)N)C(=O)NC(C(C2=CN=CN2)OC3C(C(C(C(O3)CO)O)O)OC4C(C(C(C(O4)CO)O)OC(=O)N)O)C(=O)NC(C)C(C(C)C(=O)NC(C(C)O)C(=O)NCCC5=NC(=CS5)C6=NC(=CS6)C(=O)NCCC[S+](C)C)O. Drug 2: C1=NC2=C(N1)C(=S)N=CN2. Cell line: LOX IMVI. Synergy scores: CSS=53.6, Synergy_ZIP=1.32, Synergy_Bliss=-0.283, Synergy_Loewe=-15.1, Synergy_HSA=-0.807.